This data is from Forward reaction prediction with 1.9M reactions from USPTO patents (1976-2016). The task is: Predict the product of the given reaction. (1) The product is: [Br:7][C:5]1[CH:6]=[C:2]([C:16]2[CH:17]=[CH:18][N:19]=[C:14]([Cl:13])[N:15]=2)[S:3][CH:4]=1. Given the reactants Br[C:2]1[S:3][CH:4]=[C:5]([Br:7])[CH:6]=1.C([Li])CCC.[Cl:13][C:14]1[N:19]=[CH:18][CH:17]=[CH:16][N:15]=1.C(C1C(=O)C(Cl)=C(Cl)C(=O)C=1C#N)#N, predict the reaction product. (2) Given the reactants C(OC([N:11]1[CH2:16][CH2:15][C:14]([NH:28][C:29]([O:31][C:32]([CH3:35])([CH3:34])[CH3:33])=[O:30])([C:17](=[O:27])[NH:18][C:19]2[CH:24]=[CH:23][C:22]([CH2:25][CH3:26])=[CH:21][CH:20]=2)[CH2:13][CH2:12]1)=O)C1C=CC=CC=1, predict the reaction product. The product is: [C:32]([O:31][C:29](=[O:30])[NH:28][C:14]1([C:17](=[O:27])[NH:18][C:19]2[CH:24]=[CH:23][C:22]([CH2:25][CH3:26])=[CH:21][CH:20]=2)[CH2:13][CH2:12][NH:11][CH2:16][CH2:15]1)([CH3:34])([CH3:33])[CH3:35]. (3) Given the reactants Cl.C([SiH2][O:7][C:8](C1C=CC=CC=1)(C1C=CC=CC=1)[C:9]1[CH:10]=[CH:11][C:12]2[N:13]([C:15]([C:19]3[C:20](=[O:34])[NH:21][C:22](=[O:33])[C:23]=3[C:24]3[C:32]4[C:27](=[CH:28][CH:29]=[CH:30][CH:31]=4)[NH:26][CH:25]=3)=[C:16]([CH3:18])[N:17]=2)[CH:14]=1)(C)(C)C, predict the reaction product. The product is: [OH:7][CH2:8][C:9]1[CH:10]=[CH:11][C:12]2[N:13]([C:15]([C:19]3[C:20](=[O:34])[NH:21][C:22](=[O:33])[C:23]=3[C:24]3[C:32]4[C:27](=[CH:28][CH:29]=[CH:30][CH:31]=4)[NH:26][CH:25]=3)=[C:16]([CH3:18])[N:17]=2)[CH:14]=1.